Task: Regression. Given a peptide amino acid sequence and an MHC pseudo amino acid sequence, predict their binding affinity value. This is MHC class I binding data.. Dataset: Peptide-MHC class I binding affinity with 185,985 pairs from IEDB/IMGT (1) The peptide sequence is KLLEYSNQN. The MHC is H-2-Kb with pseudo-sequence H-2-Kb. The binding affinity (normalized) is 0.0643. (2) The peptide sequence is TESFDAWNNTV. The MHC is Mamu-A11 with pseudo-sequence Mamu-A11. The binding affinity (normalized) is 0.602. (3) The peptide sequence is KEYKNVEI. The MHC is Mamu-B01 with pseudo-sequence Mamu-B01. The binding affinity (normalized) is 0. (4) The peptide sequence is RMGAVTTEV. The MHC is HLA-A02:02 with pseudo-sequence HLA-A02:02. The binding affinity (normalized) is 0.584. (5) The peptide sequence is KQNPDIVIY. The binding affinity (normalized) is 0. The MHC is HLA-A02:06 with pseudo-sequence HLA-A02:06. (6) The peptide sequence is RGYVYQGL. The MHC is H-2-Kd with pseudo-sequence H-2-Kd. The binding affinity (normalized) is 0.